Dataset: Experimentally validated miRNA-target interactions with 360,000+ pairs, plus equal number of negative samples. Task: Binary Classification. Given a miRNA mature sequence and a target amino acid sequence, predict their likelihood of interaction. (1) The miRNA is hsa-miR-2278 with sequence GAGAGCAGUGUGUGUUGCCUGG. The protein sequence of the target gene is MLGGSSVDGERDTDDDAAGAVAAPPAIDFPAEVSDPKYDESDVPAELQVLKEPLQQPTFPFLVANQLLLVSLLEHLSHVHEPNPLHSKQVFKLLCQTFIKMGLLSSFTCSDEFSSLRLHHNRAITHLMRSAKERVRQDPCQDNSYMQKIRSREIAFEAQTSRYLNEFEELAILGKGGYGRVYKVRNKLDGQHYAIKKILIKSATKTDCMKVLREVKVLAGLQHPNIVGYHTAWIEHVHVVQPQDRVPIQLPSLEVLSEQEGDRDQGGVKDNESSSSIVFAELTPEKEKPFGESEVKNENN.... Result: 0 (no interaction). (2) The miRNA is hsa-miR-126-5p with sequence CAUUAUUACUUUUGGUACGCG. The protein sequence of the target gene is MGELMAFLLPLIIVLMVKHSDSRTHSLRYFRLGVSDPIHGVPEFISVGYVDSHPITTYDSVTRQKEPRAPWMAENLAPDHWERYTQLLRGWQQMFKVELKRLQRHYNHSGSHTYQRMIGCELLEDGSTTGFLQYAYDGQDFLIFNKDTLSWLAVDNVAHTIKQAWEANQHELLYQKNWLEEECIAWLKRFLEYGKDTLQRTEPPLVRVNRKETFPGVTALFCKAHGFYPPEIYMTWMKNGEEIVQEIDYGDILPSGDGTYQAWASIELDPQSSNLYSCHVEHCGVHMVLQVPQESETIPL.... Result: 1 (interaction). (3) The miRNA is rno-let-7a-5p with sequence UGAGGUAGUAGGUUGUAUAGUU. The protein sequence of the target gene is MGPPHSGPGGVRVGALLLLGVLGLVSGLSLEPVYWNSANKRFQAEGGYVLYPQIGDRLDLLCPRARPPGPHSSPNYEFYKLYLVGGAQGRRCEAPPAPNLLLTCDRPDLDLRFTIKFQEYSPNLWGHEFRSHHDYYIIATSDGTREGLESLQGGVCLTRGMKVLLRVGQSPRGGAVPRKPVSEMPMERDRGAAHSLEPGKENLPGDPTSNATSRGAEGPLPPPSMPAVAGAAGGLALLLLGVAGAGGAMCWRRRRAKPSESRHPGPGSFGRGGSLGLGGGGGMGPREAEPGELGIALRGG.... Result: 0 (no interaction). (4) The miRNA is hsa-miR-526b-3p with sequence GAAAGUGCUUCCUUUUAGAGGC. The protein sequence of the target gene is MRIPVDPSTSRRFTPPSPAFPCGGGGGKMGENSGALSAQAAVGPGGRARPEVRSMVDVLADHAGELVRTDSPNFLCSVLPSHWRCNKTLPVAFKVVALGDVPDGTVVTVMAGNDENYSAELRNASAVMKNQVARFNDLRFVGRSGRGKSFTLTITVFTNPTQVATYHRAIKVTVDGPREPRRHRQKLEDQTKPFPDRFGDLERLRMRVTPSTPSPRGSLSTTSHFSSQPQTPIQGTSELNPFSDPRQFDRSFPTLPTLTESRFPDPRMHYPGAMSAAFPYSATPSGTSISSLSVAGMPAT.... Result: 1 (interaction). (5) The miRNA is hsa-miR-4322 with sequence CUGUGGGCUCAGCGCGUGGGG. The protein sequence of the target gene is MGGIMAPKDIMTNTHAKSILNSMNSLRKSNTLCDVTLRVEQKDFPAHRIVLAACSDYFCAMFTSELSEKGKPYVDIQGLTASTMEILLDFVYTETVHVTVENVQELLPAACLLQLKGVKQACCEFLESQLDPSNCLGIRDFAETHNCVDLMQAAEVFSQKHFPEVVQHEEFILLSQGEVEKLIKCDEIQVDSEEPVFEAVINWVKHAKKEREESLPNLLQYVRMPLLTPRYITDVIDAEPFIRCSLQCRDLVDEAKKFHLRPELRSQMQGPRTRARLGANEVLLVVGGFGSQQSPIDVVE.... Result: 1 (interaction). (6) The protein sequence of the target gene is MEERKQETTNQAHVLFDRFVQATTCKGTLRAFQELCDHLELKPKDYRSFYHKLKSKLNYWKAKALWAKLDKRGSHKDYKKGKACTNTKCLIIGAGPCGLRTAIDLSLLGAKVVVIEKRDAFSRNNVLHLWPFTIHDLRGLGAKKFYGKFCAGAIDHISIRQLQLILLKVALILGIEIHVNVEFQGLVQPPEDQENERIGWRALVHPKTHPVSEYEFEVIIGGDGRRNTLEGFRRKEFRGKLAIAITANFINRNTTAEAKVEEISGVAFIFNQKFFQELREATGIDLENIVYYKDDTHYFV.... The miRNA is mmu-miR-1938 with sequence CGGUGGGACUUGUAGUUCGGUC. Result: 0 (no interaction). (7) The miRNA is hsa-miR-6071 with sequence UUCUGCUGCCGGCCAAGGC. The protein sequence of the target gene is MDTESTYSGYSYYSSHSKKSHRQGERTRERHKSPRNKDGRGSEKSVTIQPPTGEPLLGNDSTRTEEVQDDNWGETTTAITGTSEHSISQEDIARISKDMEDSVGLDCKRYLGLTVASFLGLLVFLTPIAFILLPPILWRDELEPCGTICEGLFISMAFKLLILLIGTWALFFRKRRADMPRVFVFRALLLVLIFLFVVSYWLFYGVRILDSRDRNYQGIVQYAVSLVDALLFIHYLAIVLLELRQLQPMFTLQVVRSTDGESRFYSLGHLSIQRAALVVLENYYKDFTIYNPNLLTASKF.... Result: 1 (interaction).